This data is from TCR-epitope binding with 47,182 pairs between 192 epitopes and 23,139 TCRs. The task is: Binary Classification. Given a T-cell receptor sequence (or CDR3 region) and an epitope sequence, predict whether binding occurs between them. (1) The epitope is KRWIIMGLNK. The TCR CDR3 sequence is CASGLGTVASTDTQYF. Result: 0 (the TCR does not bind to the epitope). (2) The epitope is HTTDPSFLGRY. The TCR CDR3 sequence is CASRDGTSGKYNEQFF. Result: 1 (the TCR binds to the epitope). (3) The epitope is TPINLVRDL. The TCR CDR3 sequence is CASSHGQGDTEAFF. Result: 0 (the TCR does not bind to the epitope). (4) The epitope is GILGFVFTL. The TCR CDR3 sequence is CASSYRGQLNEQFF. Result: 0 (the TCR does not bind to the epitope). (5) The epitope is KLSYGIATV. Result: 0 (the TCR does not bind to the epitope). The TCR CDR3 sequence is CSVEGYRYNEQFF. (6) The epitope is KLSYGIATV. The TCR CDR3 sequence is CASSPLGGNTEAFF. Result: 1 (the TCR binds to the epitope). (7) The epitope is FPPTSFGPL. The TCR CDR3 sequence is CASSYSSLGYEQYF. Result: 0 (the TCR does not bind to the epitope).